The task is: Predict which catalyst facilitates the given reaction.. This data is from Catalyst prediction with 721,799 reactions and 888 catalyst types from USPTO. (1) Reactant: [H-].[Na+].[CH3:3][O:4][C:5]1[N:10]=[CH:9][C:8]([NH2:11])=[CH:7][CH:6]=1.Cl[C:13]1[C:22]([Cl:23])=[N:21][C:20]2[C:15](=[CH:16][CH:17]=[C:18]([C:24]#[N:25])[CH:19]=2)[N:14]=1. Product: [Cl:23][C:22]1[C:13]([NH:11][C:8]2[CH:9]=[N:10][C:5]([O:4][CH3:3])=[CH:6][CH:7]=2)=[N:14][C:15]2[C:20]([N:21]=1)=[CH:19][C:18]([C:24]#[N:25])=[CH:17][CH:16]=2. The catalyst class is: 1. (2) Reactant: Cl[Si](C)(C)[CH3:3].[Cl:6][C:7]1[C:8]([C:15]([OH:17])=[O:16])=[N:9][C:10]([S:13][CH3:14])=[N:11][CH:12]=1. Product: [Cl:6][C:7]1[C:8]([C:15]([O:17][CH3:3])=[O:16])=[N:9][C:10]([S:13][CH3:14])=[N:11][CH:12]=1. The catalyst class is: 138. (3) Reactant: [F:1][C:2]1[CH:7]=[CH:6][CH:5]=[C:4]([F:8])[C:3]=1[CH2:9][CH2:10][CH2:11]O.[Br-:13].[Br-].C1(P(C2C=CC=CC=2)C2C=CC=CC=2)C=CC=CC=1. Product: [Br:13][CH2:11][CH2:10][CH2:9][C:3]1[C:2]([F:1])=[CH:7][CH:6]=[CH:5][C:4]=1[F:8]. The catalyst class is: 2. (4) Reactant: [NH:1]1[CH2:5][CH2:4][C@H:3](/[CH:6]=[CH:7]/[C:8]2[CH:9]=[N:10][CH:11]=[C:12]([O:14][CH:15]3[CH2:20][CH2:19][O:18][CH2:17][CH2:16]3)[CH:13]=2)[CH2:2]1.[C:21]1([CH3:48])[CH:26]=[CH:25][C:24]([C:27]([C@:29]([C:45]([OH:47])=[O:46])([OH:44])[C@:30]([C:35]([C:37]2[CH:42]=[CH:41][C:40]([CH3:43])=[CH:39][CH:38]=2)=[O:36])([OH:34])[C:31]([OH:33])=[O:32])=[O:28])=[CH:23][CH:22]=1. Product: [C:21]1([CH3:48])[CH:26]=[CH:25][C:24]([C:27]([C@:29]([C:45]([OH:47])=[O:46])([OH:44])[C@:30]([C:35]([C:37]2[CH:38]=[CH:39][C:40]([CH3:43])=[CH:41][CH:42]=2)=[O:36])([OH:34])[C:31]([OH:33])=[O:32])=[O:28])=[CH:23][CH:22]=1.[NH:1]1[CH2:5][CH2:4][C@H:3](/[CH:6]=[CH:7]/[C:8]2[CH:9]=[N:10][CH:11]=[C:12]([O:14][CH:15]3[CH2:20][CH2:19][O:18][CH2:17][CH2:16]3)[CH:13]=2)[CH2:2]1. The catalyst class is: 8. (5) Reactant: [H-].[H-].[H-].[H-].[Li+].[Al+3].[Cl:7][C:8]1[CH:13]=[CH:12][C:11]([C:14]([OH:29])([C:18]2[CH:23]=[CH:22][C:21]([C:24]3[CH:25]=[N:26][NH:27][CH:28]=3)=[CH:20][CH:19]=2)[CH2:15][C:16]#[N:17])=[CH:10][CH:9]=1. Product: [NH2:17][CH2:16][CH2:15][C:14]([C:11]1[CH:10]=[CH:9][C:8]([Cl:7])=[CH:13][CH:12]=1)([C:18]1[CH:23]=[CH:22][C:21]([C:24]2[CH:25]=[N:26][NH:27][CH:28]=2)=[CH:20][CH:19]=1)[OH:29]. The catalyst class is: 1. (6) Reactant: C(OC([N:8]1[CH2:13][CH2:12][C:11]([C:15]2[CH:20]=[CH:19][C:18]([F:21])=[CH:17][C:16]=2[F:22])([OH:14])[CH2:10][CH2:9]1)=O)(C)(C)C. Product: [F:22][C:16]1[CH:17]=[C:18]([F:21])[CH:19]=[CH:20][C:15]=1[C:11]1([OH:14])[CH2:10][CH2:9][NH:8][CH2:13][CH2:12]1. The catalyst class is: 89. (7) Reactant: [C@H:1]12[CH2:7][C@H:4]([CH2:5][CH2:6]1)[C@@H:3]([C:8]([O:10][CH2:11][CH3:12])=[O:9])[NH:2]2.C(N(CC)CC)C.[CH3:20][O:21][C:22]1[CH:27]=[CH:26][C:25]([S:28](Cl)(=[O:30])=[O:29])=[CH:24][CH:23]=1. Product: [CH3:20][O:21][C:22]1[CH:23]=[CH:24][C:25]([S:28]([N:2]2[C@H:3]([C:8]([O:10][CH2:11][CH3:12])=[O:9])[C@@H:4]3[CH2:7][C@H:1]2[CH2:6][CH2:5]3)(=[O:30])=[O:29])=[CH:26][CH:27]=1. The catalyst class is: 22. (8) Reactant: [NH2:1][C:2]1[CH:7]=[CH:6][CH:5]=[CH:4][N:3]=1.C1N=CN([C:13](N2C=NC=C2)=[O:14])C=1.CCN(CC)CC.ClC1C=C(C=CC=1OC)C[N:32]1[CH2:37][CH2:36][CH:35]([NH:38][C:39]([N:41]2[CH2:46][CH2:45][C:44](=[CH:47][C:48]3[CH:53]=[C:52]([F:54])[CH:51]=[CH:50][C:49]=3[F:55])[CH2:43][CH2:42]2)=[O:40])[CH2:34][CH2:33]1. Product: [F:55][C:49]1[CH:50]=[CH:51][C:52]([F:54])=[CH:53][C:48]=1[CH:47]=[C:44]1[CH2:43][CH2:42][N:41]([C:39]([NH:38][CH:35]2[CH2:36][CH2:37][N:32]([C:13](=[O:14])[NH:1][C:2]3[CH:7]=[CH:6][CH:5]=[CH:4][N:3]=3)[CH2:33][CH2:34]2)=[O:40])[CH2:46][CH2:45]1. The catalyst class is: 47. (9) Reactant: [CH3:1][O:2][C:3]1[CH:4]=[C:5]([CH:9]=[CH:10][CH:11]=1)[C:6](Cl)=[O:7].[NH2:12][C@@H:13]1[CH2:18][CH2:17][CH2:16][N:15](C(OC(C)(C)C)=O)[CH2:14]1.CCN(C(C)C)C(C)C.C(O)C(N)(CO)CO. Product: [CH3:1][O:2][C:3]1[CH:4]=[C:5]([CH:9]=[CH:10][CH:11]=1)[C:6]([NH:12][C@@H:13]1[CH2:18][CH2:17][CH2:16][NH:15][CH2:14]1)=[O:7]. The catalyst class is: 4.